This data is from TCR-epitope binding with 47,182 pairs between 192 epitopes and 23,139 TCRs. The task is: Binary Classification. Given a T-cell receptor sequence (or CDR3 region) and an epitope sequence, predict whether binding occurs between them. (1) The epitope is FVDGVPFVV. The TCR CDR3 sequence is CASSPRQGPNTGELFF. Result: 1 (the TCR binds to the epitope). (2) The epitope is AYAQKIFKI. The TCR CDR3 sequence is CSARTPDAPEAFF. Result: 0 (the TCR does not bind to the epitope).